From a dataset of Forward reaction prediction with 1.9M reactions from USPTO patents (1976-2016). Predict the product of the given reaction. Given the reactants C1(C)C=CC=CC=1.N1CCCCC1.[CH3:14][N:15]1[C:24]2[C:19](=[CH:20][C:21]([CH3:38])=[C:22]([C:25]3[CH:26]=[C:27]([CH:30]=[CH:31][C:32]=3[O:33][C:34]([F:37])([F:36])[F:35])[CH:28]=O)[CH:23]=2)[C:18]([CH3:40])([CH3:39])[CH2:17][C:16]1=[O:41].[S:42]1[CH2:46][C:45](=[O:47])[NH:44][C:43]1=[O:48], predict the reaction product. The product is: [CH3:14][N:15]1[C:24]2[C:19](=[CH:20][C:21]([CH3:38])=[C:22]([C:25]3[CH:26]=[C:27]([CH:30]=[CH:31][C:32]=3[O:33][C:34]([F:35])([F:37])[F:36])[CH:28]=[C:46]3[S:42][C:43](=[O:48])[NH:44][C:45]3=[O:47])[CH:23]=2)[C:18]([CH3:39])([CH3:40])[CH2:17][C:16]1=[O:41].